Dataset: Reaction yield outcomes from USPTO patents with 853,638 reactions. Task: Predict the reaction yield, written as a fraction of the theoretical maximum amount of product (1.0 means a 100% yield; for example, 0.34 means a 34% yield). (1) The reactants are [Cl:1][C:2]1[CH:10]=[CH:9][C:8]([CH3:11])=[CH:7][C:3]=1[C:4](O)=[O:5].[CH3:12][NH:13][O:14][CH3:15].CCN(CC)CC.CCCP1(OP(CCC)(=O)OP(CCC)(=O)O1)=O. The catalyst is C(Cl)Cl. The product is [Cl:1][C:2]1[CH:10]=[CH:9][C:8]([CH3:11])=[CH:7][C:3]=1[C:4]([N:13]([O:14][CH3:15])[CH3:12])=[O:5]. The yield is 0.950. (2) The reactants are [CH2:1]1[CH:5]2[CH2:6][NH:7][CH2:8][CH:4]2[CH2:3][N:2]1[C:9]([O:11][C:12]([CH3:15])([CH3:14])[CH3:13])=[O:10].F[C:17]1[CH:18]=[CH:19][C:20]([N+:23]([O-:25])=[O:24])=[N:21][CH:22]=1. No catalyst specified. The product is [N+:23]([C:20]1[N:21]=[CH:22][C:17]([N:7]2[CH2:6][CH:5]3[CH2:1][N:2]([C:9]([O:11][C:12]([CH3:15])([CH3:14])[CH3:13])=[O:10])[CH2:3][CH:4]3[CH2:8]2)=[CH:18][CH:19]=1)([O-:25])=[O:24]. The yield is 0.350. (3) The yield is 1.00. The reactants are Cl[C:2]1[CH:3]=[CH:4][C:5]2[C:15]3[C:10](=[CH:11][N:12]=[CH:13][CH:14]=3)[CH2:9][O:8][C:6]=2[CH:7]=1.[OH:16][CH2:17][C@@H:18]([N:23]1[C:31](=[O:32])[C:30]2[C:25](=[CH:26][CH:27]=[CH:28][CH:29]=2)[C:24]1=[O:33])[CH2:19][CH:20]([CH3:22])[CH3:21].C(P(C(C)(C)C)C1C=CC=CC=1C1C(C(C)C)=CC(C(C)C)=CC=1C(C)C)(C)(C)C.C(=O)([O-])[O-].[Cs+].[Cs+]. The catalyst is C1(C)C=CC=CC=1.C([O-])(=O)C.[Pd+2].C([O-])(=O)C. The product is [CH:14]1[CH:13]=[N:12][CH:11]=[C:10]2[CH2:9][O:8][C:6]3[CH:7]=[C:2]([O:16][CH2:17][C@@H:18]([N:23]4[C:24](=[O:33])[C:25]5[C:30](=[CH:29][CH:28]=[CH:27][CH:26]=5)[C:31]4=[O:32])[CH2:19][CH:20]([CH3:22])[CH3:21])[CH:3]=[CH:4][C:5]=3[C:15]=12. (4) The product is [Br:1][C:2]1[CH:3]=[C:4]([N+:13]([O-:15])=[O:14])[C:5]([OH:12])=[C:6]([CH:11]=1)[C:7]([O:9][CH3:10])=[O:8]. The reactants are [Br:1][C:2]1[CH:3]=[CH:4][C:5]([OH:12])=[C:6]([CH:11]=1)[C:7]([O:9][CH3:10])=[O:8].[N+:13]([O-])([OH:15])=[O:14]. The yield is 0.850. The catalyst is OS(O)(=O)=O. (5) The reactants are Br[C:2]1[CH:7]=[CH:6][CH:5]=[CH:4][N:3]=1.[CH2:8]([C:12]1[O:16][N:15]=[C:14]([C:17]2[CH:22]=[CH:21][C:20]([F:23])=[CH:19][CH:18]=2)[CH:13]=1)[CH2:9][C:10]#[CH:11]. No catalyst specified. The product is [F:23][C:20]1[CH:19]=[CH:18][C:17]([C:14]2[CH:13]=[C:12]([CH2:8][CH2:9][C:10]#[C:11][C:2]3[CH:7]=[CH:6][CH:5]=[CH:4][N:3]=3)[O:16][N:15]=2)=[CH:22][CH:21]=1. The yield is 0.250. (6) The reactants are Br[CH2:2][CH2:3][N:4]1[C:8]2[CH:9]=[CH:10][CH:11]=[CH:12][C:7]=2[N:6]([C:13]2[CH:18]=[CH:17][CH:16]=[CH:15][CH:14]=2)[S:5]1(=[O:20])=[O:19].[CH3:21][C@H:22]1[CH2:27][NH:26][CH2:25][C@@H:24]([CH3:28])[NH:23]1. The catalyst is C(O)C. The product is [CH3:21][C@H:22]1[NH:23][C@@H:24]([CH3:28])[CH2:25][N:26]([CH2:2][CH2:3][N:4]2[C:8]3[CH:9]=[CH:10][CH:11]=[CH:12][C:7]=3[N:6]([C:13]3[CH:18]=[CH:17][CH:16]=[CH:15][CH:14]=3)[S:5]2(=[O:20])=[O:19])[CH2:27]1. The yield is 0.700.